Predict which catalyst facilitates the given reaction. From a dataset of Catalyst prediction with 721,799 reactions and 888 catalyst types from USPTO. (1) Reactant: C1C=CC2N(O)N=NC=2C=1.CCN(C(C)C)C(C)C.[Cl:20][C:21]1[CH:22]=[C:23]2[C:27](=[CH:28][CH:29]=1)[N:26]([CH2:30][C:31]([N:33]1[CH2:38][CH2:37][N:36]([CH3:39])[CH2:35][CH2:34]1)=[O:32])[CH:25]=[C:24]2[C:40](O)=[O:41].Cl.[NH2:44][N:45]1[CH2:50][CH2:49][CH:48]([N:51]2[C:55]([CH3:56])=[C:54]([C:57](=[O:61])[CH2:58][CH2:59][CH3:60])[CH:53]=[N:52]2)[CH2:47][CH2:46]1. Product: [ClH:20].[C:57]([C:54]1[CH:53]=[N:52][N:51]([CH:48]2[CH2:47][CH2:46][N:45]([NH:44][C:40]([C:24]3[C:23]4[C:27](=[CH:28][CH:29]=[C:21]([Cl:20])[CH:22]=4)[N:26]([CH2:30][C:31]([N:33]4[CH2:34][CH2:35][N:36]([CH3:39])[CH2:37][CH2:38]4)=[O:32])[CH:25]=3)=[O:41])[CH2:50][CH2:49]2)[C:55]=1[CH3:56])(=[O:61])[CH2:58][CH2:59][CH3:60]. The catalyst class is: 607. (2) Reactant: [Br:1][C:2]1[C:3](Cl)=[N:4][C:5]([Cl:8])=[N:6][CH:7]=1.C(N(CC)CC)C.[CH:17]1([NH2:22])[CH2:21][CH2:20][CH2:19][CH2:18]1. Product: [Br:1][C:2]1[C:3]([NH:22][CH:17]2[CH2:21][CH2:20][CH2:19][CH2:18]2)=[N:4][C:5]([Cl:8])=[N:6][CH:7]=1. The catalyst class is: 1. (3) Reactant: [Cl:1][C:2]1[CH:24]=[CH:23][CH:22]=[CH:21][C:3]=1[O:4][C:5]1[C:18](=[O:19])[N:17]([CH3:20])[C:8]2[N:9]=[C:10](S(C)(=O)=O)[N:11]=[CH:12][C:7]=2[CH:6]=1.[CH2:25]([N:27]([CH2:38][CH3:39])[CH2:28][CH2:29][O:30][C:31]1[CH:37]=[CH:36][C:34]([NH2:35])=[CH:33][CH:32]=1)[CH3:26].CO.O. Product: [Cl:1][C:2]1[CH:24]=[CH:23][CH:22]=[CH:21][C:3]=1[O:4][C:5]1[C:18](=[O:19])[N:17]([CH3:20])[C:8]2[N:9]=[C:10]([NH:35][C:34]3[CH:33]=[CH:32][C:31]([O:30][CH2:29][CH2:28][N:27]([CH2:38][CH3:39])[CH2:25][CH3:26])=[CH:37][CH:36]=3)[N:11]=[CH:12][C:7]=2[CH:6]=1. The catalyst class is: 60.